Task: Predict the reactants needed to synthesize the given product.. Dataset: Full USPTO retrosynthesis dataset with 1.9M reactions from patents (1976-2016) (1) Given the product [CH:37]1([C:2]2[CH:11]=[C:10]3[C:5]([CH2:6][CH2:7][CH2:8][N:9]3[C:12]3[C:16]4[CH2:17][N:18]([C:21]([NH:23][CH3:24])=[O:22])[CH2:19][CH2:20][C:15]=4[N:14]([CH:25]4[CH2:30][CH2:29][O:28][CH2:27][CH2:26]4)[N:13]=3)=[CH:4][C:3]=2[C:31]2[CH:32]=[N:33][N:34]([CH3:36])[CH:35]=2)[CH2:39][CH2:38]1, predict the reactants needed to synthesize it. The reactants are: Cl[C:2]1[CH:11]=[C:10]2[C:5]([CH2:6][CH2:7][CH2:8][N:9]2[C:12]2[C:16]3[CH2:17][N:18]([C:21]([NH:23][CH3:24])=[O:22])[CH2:19][CH2:20][C:15]=3[N:14]([CH:25]3[CH2:30][CH2:29][O:28][CH2:27][CH2:26]3)[N:13]=2)=[CH:4][C:3]=1[C:31]1[CH:32]=[N:33][N:34]([CH3:36])[CH:35]=1.[CH:37]1(B(O)O)[CH2:39][CH2:38]1.C1(P(C2CCCCC2)C2CCCCC2)CCCCC1.C([O-])([O-])=O.[Cs+].[Cs+]. (2) Given the product [NH2:14][C@@:13]1([C:19]2[CH:24]=[CH:23][CH:22]=[CH:21][C:20]=2[F:25])[CH2:17][O:18][C@@H:10]([CH2:9][O:8][CH2:1][C:2]2[CH:7]=[CH:6][CH:5]=[CH:4][CH:3]=2)[CH2:11][C@H:12]1[CH2:16][OH:15], predict the reactants needed to synthesize it. The reactants are: [CH2:1]([O:8][CH2:9][C@@H:10]1[O:18][CH2:17][C@:13]2([C:19]3[CH:24]=[CH:23][CH:22]=[CH:21][C:20]=3[F:25])[NH:14][O:15][CH2:16][C@@H:12]2[CH2:11]1)[C:2]1[CH:7]=[CH:6][CH:5]=[CH:4][CH:3]=1.N[C@]1(C2C=CC(F)=CC=2F)[C@H](CO)CCOC1. (3) Given the product [OH:32][CH2:31][CH2:30][NH:29][C:2]1[CH:11]=[C:10]2[C:5]([CH:6]=[C:7]([C:18]3[CH:19]=[CH:20][C:21]4[O:26][CH2:25][C:24](=[O:27])[NH:23][C:22]=4[CH:28]=3)[CH:8]([C:12]3[CH:17]=[CH:16][CH:15]=[CH:14][CH:13]=3)[S:9]2)=[CH:4][CH:3]=1, predict the reactants needed to synthesize it. The reactants are: I[C:2]1[CH:11]=[C:10]2[C:5]([CH:6]=[C:7]([C:18]3[CH:19]=[CH:20][C:21]4[O:26][CH2:25][C:24](=[O:27])[NH:23][C:22]=4[CH:28]=3)[CH:8]([C:12]3[CH:17]=[CH:16][CH:15]=[CH:14][CH:13]=3)[S:9]2)=[CH:4][CH:3]=1.[NH2:29][CH2:30][CH2:31][OH:32]. (4) Given the product [C:17]([O:21][C:22](=[O:37])[NH:23][CH2:24][C:25]1[CH:30]=[CH:29][CH:28]=[C:27]([CH:31]2[CH2:36][CH2:35][N:34]([C:14]([C:6]3[N:5]([CH2:4][CH2:3][O:2][CH3:1])[C:13]4[C:8](=[N:9][CH:10]=[CH:11][CH:12]=4)[CH:7]=3)=[O:16])[CH2:33][CH2:32]2)[CH:26]=1)([CH3:20])([CH3:18])[CH3:19], predict the reactants needed to synthesize it. The reactants are: [CH3:1][O:2][CH2:3][CH2:4][N:5]1[C:13]2[C:8](=[N:9][CH:10]=[CH:11][CH:12]=2)[CH:7]=[C:6]1[C:14]([OH:16])=O.[C:17]([O:21][C:22](=[O:37])[NH:23][CH2:24][C:25]1[CH:30]=[CH:29][CH:28]=[C:27]([CH:31]2[CH2:36][CH2:35][NH:34][CH2:33][CH2:32]2)[CH:26]=1)([CH3:20])([CH3:19])[CH3:18].